Dataset: Reaction yield outcomes from USPTO patents with 853,638 reactions. Task: Predict the reaction yield, written as a fraction of the theoretical maximum amount of product (1.0 means a 100% yield; for example, 0.34 means a 34% yield). The yield is 0.500. The catalyst is CN(C=O)C.O. The product is [CH2:10]([O:17][C:18]1[CH:19]=[CH:20][C:21]([C:22]([NH:24][C:25]([CH3:30])([CH3:29])[C:26](=[O:28])[N:58]2[CH2:59][CH2:60][N:55]([C:61](=[O:62])[C:63]3[CH:68]=[CH:67][CH:66]=[CH:65][C:64]=3[C:69]([F:72])([F:70])[F:71])[CH2:56][CH2:57]2)=[O:23])=[CH:31][CH:32]=1)[C:11]1[CH:12]=[CH:13][CH:14]=[CH:15][CH:16]=1. The reactants are CCN(C(C)C)C(C)C.[CH2:10]([O:17][C:18]1[CH:32]=[CH:31][C:21]([C:22]([NH:24][C:25]([CH3:30])([CH3:29])[C:26]([OH:28])=O)=[O:23])=[CH:20][CH:19]=1)[C:11]1[CH:16]=[CH:15][CH:14]=[CH:13][CH:12]=1.C1C=CC2N(O)N=NC=2C=1.CCN=C=NCCCN(C)C.Cl.[N:55]1([C:61]([C:63]2[CH:68]=[CH:67][CH:66]=[CH:65][C:64]=2[C:69]([F:72])([F:71])[F:70])=[O:62])[CH2:60][CH2:59][NH:58][CH2:57][CH2:56]1.